From a dataset of Catalyst prediction with 721,799 reactions and 888 catalyst types from USPTO. Predict which catalyst facilitates the given reaction. (1) Reactant: [F:1][C:2]1[CH:3]=[C:4](B(O)O)[CH:5]=[CH:6][CH:7]=1.[CH3:11][O:12][C:13]([C:15]1[S:16][C:17](Br)=[CH:18][C:19]=1[N:20]([CH:30]([CH3:32])[CH3:31])[C:21]([CH:23]1[CH2:28][CH2:27][CH:26]([CH3:29])[CH2:25][CH2:24]1)=[O:22])=[O:14].C1(C)C=CC=CC=1.CO.C([O-])([O-])=O.[Na+].[Na+]. Product: [CH3:11][O:12][C:13]([C:15]1[S:16][C:17]([C:4]2[CH:5]=[CH:6][CH:7]=[C:2]([F:1])[CH:3]=2)=[CH:18][C:19]=1[N:20]([CH:30]([CH3:32])[CH3:31])[C:21]([CH:23]1[CH2:24][CH2:25][CH:26]([CH3:29])[CH2:27][CH2:28]1)=[O:22])=[O:14]. The catalyst class is: 109. (2) Reactant: [CH3:1][C:2]1[C:3]([O:20][CH2:21][C:22]([F:25])([F:24])[F:23])=[CH:4][CH:5]=[N:6][C:7]=1[CH2:8][S+:9]([O-:19])[C:10]1[NH:11][C:12]2[CH:13]=[CH:14][CH:15]=[CH:16][C:17]=2[N:18]=1. Product: [CH3:1][C:2]1[C:7]([CH2:8][S@:9]([C:10]2[NH:11][C:12]3[C:17](=[CH:16][CH:15]=[CH:14][CH:13]=3)[N:18]=2)=[O:19])=[N:6][CH:5]=[CH:4][C:3]=1[O:20][CH2:21][C:22]([F:25])([F:23])[F:24].[CH3:1][C:2]1[C:7]([CH2:8][S@:9]([C:10]2[NH:11][C:12]3[C:17](=[CH:16][CH:15]=[CH:14][CH:13]=3)[N:18]=2)=[O:19])=[N:6][CH:5]=[CH:4][C:3]=1[O:20][CH2:21][C:22]([F:25])([F:23])[F:24].[OH2:19].[OH2:19].[OH2:19]. The catalyst class is: 6.